From a dataset of Full USPTO retrosynthesis dataset with 1.9M reactions from patents (1976-2016). Predict the reactants needed to synthesize the given product. (1) Given the product [O:3]=[C:4]1[C:8]([C:9]2[CH:14]=[CH:13][C:12]([C:15]([F:18])([F:16])[F:17])=[CH:11][CH:10]=2)=[N:7][C:6]2([CH2:22][CH2:21][CH2:20][CH2:19]2)[N:5]1[CH2:23][C:24]([OH:26])=[O:25], predict the reactants needed to synthesize it. The reactants are: [OH-].[Na+].[O:3]=[C:4]1[C:8]([C:9]2[CH:14]=[CH:13][C:12]([C:15]([F:18])([F:17])[F:16])=[CH:11][CH:10]=2)=[N:7][C:6]2([CH2:22][CH2:21][CH2:20][CH2:19]2)[N:5]1[CH2:23][C:24]([O:26]CC)=[O:25].CO. (2) Given the product [Br:1][C:5]1[C:4]([OH:3])=[CH:13][CH:12]=[C:11]2[C:6]=1[CH:7]=[CH:8][C:9]([CH2:14][N:15]([CH3:31])[C:16]([C:18]1[C:22]3[CH:23]=[CH:24][CH:25]=[CH:26][C:21]=3[O:20][C:19]=1[CH2:27][CH2:28][CH2:29][CH3:30])=[O:17])=[CH:10]2, predict the reactants needed to synthesize it. The reactants are: [Br:1]Br.[OH:3][C:4]1[CH:5]=[C:6]2[C:11](=[CH:12][CH:13]=1)[CH:10]=[C:9]([CH2:14][N:15]([CH3:31])[C:16]([C:18]1[C:22]3[CH:23]=[CH:24][CH:25]=[CH:26][C:21]=3[O:20][C:19]=1[CH2:27][CH2:28][CH2:29][CH3:30])=[O:17])[CH:8]=[CH:7]2.